From a dataset of Forward reaction prediction with 1.9M reactions from USPTO patents (1976-2016). Predict the product of the given reaction. Given the reactants [Cl:1][C:2]1[CH:10]=[C:9]2[C:5]([CH:6]=[C:7]([CH2:11][C:12]3[CH:13]=[CH:14][C:15]([CH3:22])=[C:16]([CH:21]=3)[C:17]([O:19]C)=[O:18])[NH:8]2)=[CH:4][C:3]=1[C:23]1[CH:28]=[CH:27][C:26]([O:29][CH2:30][CH3:31])=[CH:25][C:24]=1[F:32].[OH-].[Na+].O.Cl, predict the reaction product. The product is: [Cl:1][C:2]1[CH:10]=[C:9]2[C:5]([CH:6]=[C:7]([CH2:11][C:12]3[CH:13]=[CH:14][C:15]([CH3:22])=[C:16]([CH:21]=3)[C:17]([OH:19])=[O:18])[NH:8]2)=[CH:4][C:3]=1[C:23]1[CH:28]=[CH:27][C:26]([O:29][CH2:30][CH3:31])=[CH:25][C:24]=1[F:32].